This data is from Catalyst prediction with 721,799 reactions and 888 catalyst types from USPTO. The task is: Predict which catalyst facilitates the given reaction. Reactant: Br[C:2]1[N:7]=[C:6]([CH:8]=[O:9])[CH:5]=[CH:4][C:3]=1[O:10][CH2:11][CH2:12][O:13][Si:14]([C:17]([CH3:20])([CH3:19])[CH3:18])([CH3:16])[CH3:15].CC1(C)C(C)(C)OB([C:29]2[CH:34]=[CH:33][C:32]([C:35](=[O:37])[CH3:36])=[CH:31][CH:30]=2)O1.C([O-])([O-])=O.[Na+].[Na+]. Product: [C:35]([C:32]1[CH:33]=[CH:34][C:29]([C:2]2[N:7]=[C:6]([CH:8]=[O:9])[CH:5]=[CH:4][C:3]=2[O:10][CH2:11][CH2:12][O:13][Si:14]([C:17]([CH3:20])([CH3:19])[CH3:18])([CH3:16])[CH3:15])=[CH:30][CH:31]=1)(=[O:37])[CH3:36]. The catalyst class is: 73.